This data is from Forward reaction prediction with 1.9M reactions from USPTO patents (1976-2016). The task is: Predict the product of the given reaction. (1) Given the reactants [NH2:1][C:2]1[CH:11]=[CH:10][C:5]([C:6]([O:8][CH3:9])=[O:7])=[CH:4][C:3]=1[CH3:12].[Cl:13][CH2:14][CH2:15][CH2:16][S:17](Cl)(=[O:19])=[O:18].O.C(OCC)(=O)C, predict the reaction product. The product is: [Cl:13][CH2:14][CH2:15][CH2:16][S:17]([NH:1][C:2]1[CH:11]=[CH:10][C:5]([C:6]([O:8][CH3:9])=[O:7])=[CH:4][C:3]=1[CH3:12])(=[O:19])=[O:18]. (2) Given the reactants [NH2:1][C:2]1[CH:3]=[C:4]([CH:22]=[CH:23][C:24]=1[CH3:25])[C:5]([N:7]1[CH2:13][CH2:12][CH2:11][CH:10]([C:14]2[CH:21]=[CH:20][C:17]([C:18]#[N:19])=[CH:16][CH:15]=2)[CH2:9][CH2:8]1)=[O:6].C(N(CC)C(C)C)(C)C.[F:35][C:36]1[CH:44]=[CH:43][C:39]([C:40](Cl)=[O:41])=[CH:38][N:37]=1, predict the reaction product. The product is: [C:18]([C:17]1[CH:20]=[CH:21][C:14]([CH:10]2[CH2:11][CH2:12][CH2:13][N:7]([C:5]([C:4]3[CH:22]=[CH:23][C:24]([CH3:25])=[C:2]([NH:1][C:40](=[O:41])[C:39]4[CH:43]=[CH:44][C:36]([F:35])=[N:37][CH:38]=4)[CH:3]=3)=[O:6])[CH2:8][CH2:9]2)=[CH:15][CH:16]=1)#[N:19]. (3) Given the reactants [CH3:1][N:2]([CH2:4][C-:5]1[CH:9]=[CH:8][CH:7]=[CH:6]1)[CH3:3].[CH3:10][Si:11]([CH3:18])([CH3:17])[C-:12]1[CH:16]=[CH:15][CH:14]=[CH:13]1.[Fe+2:19].C([Li])CCC.C(=O)=O.CC(C)=O.[CH3:32][N+:33]([CH3:35])=[CH2:34].[I-], predict the reaction product. The product is: [CH3:1][N:2]([CH2:4][C-:5]1[CH:9]=[CH:8][CH:7]=[C:6]1[CH2:32][N:33]([CH3:35])[CH3:34])[CH3:3].[CH3:10][Si:11]([CH3:18])([CH3:17])[C-:12]1[CH:16]=[CH:15][CH:14]=[CH:13]1.[Fe+2:19]. (4) Given the reactants [CH2:1]1[O:9][CH:2]1[C:3]1[CH:8]=[CH:7][CH:6]=[CH:5][CH:4]=1.[C:10]1([NH:16][CH:17]2[CH2:22][CH2:21][NH:20][CH2:19][CH2:18]2)[CH:15]=[CH:14][CH:13]=[CH:12][CH:11]=1, predict the reaction product. The product is: [C:3]1([CH:2]([OH:9])[CH2:1][N:20]2[CH2:21][CH2:22][CH:17]([NH:16][C:10]3[CH:15]=[CH:14][CH:13]=[CH:12][CH:11]=3)[CH2:18][CH2:19]2)[CH:8]=[CH:7][CH:6]=[CH:5][CH:4]=1. (5) The product is: [C:1]1([C:41]2[CH:46]=[CH:45][CH:44]=[CH:43][CH:42]=2)[CH:2]=[CH:3][C:4]([C:7]([N:9]2[CH2:14][CH2:13][N:12]([C:15]3[C:16]4[CH:38]=[C:37]([CH2:39][CH3:40])[S:36][C:17]=4[N:18]=[C:19]([NH:21][C:22]([C@@H:24]4[CH2:28][CH2:27][CH2:26][NH:25]4)=[O:23])[N:20]=3)[CH2:11][CH2:10]2)=[O:8])=[CH:5][CH:6]=1. Given the reactants [C:1]1([C:41]2[CH:46]=[CH:45][CH:44]=[CH:43][CH:42]=2)[CH:6]=[CH:5][C:4]([C:7]([N:9]2[CH2:14][CH2:13][N:12]([C:15]3[C:16]4[CH:38]=[C:37]([CH2:39][CH3:40])[S:36][C:17]=4[N:18]=[C:19]([NH:21][C:22]([C@@H:24]4[CH2:28][CH2:27][CH2:26][N:25]4C(OC(C)(C)C)=O)=[O:23])[N:20]=3)[CH2:11][CH2:10]2)=[O:8])=[CH:3][CH:2]=1.ClCCl.FC(F)(F)C(O)=O, predict the reaction product. (6) Given the reactants [SH:1][CH2:2][CH2:3][CH2:4][C:5]([OH:7])=[O:6].[CH:8]1[CH:13]=[C:12]([S:14][S:14][C:12]2[N:11]=[CH:10][CH:9]=[CH:8][CH:13]=2)[N:11]=[CH:10][CH:9]=1.C(O)(=O)C, predict the reaction product. The product is: [N:11]1[CH:10]=[CH:9][CH:8]=[CH:13][C:12]=1[S:14][S:1][CH2:2][CH2:3][CH2:4][C:5]([OH:7])=[O:6]. (7) The product is: [OH:4][C:2]([CH3:5])([CH3:3])[CH2:1][C:17]1[N:30]([CH2:27][CH2:28][CH3:29])[N:31]=[C:8]([C:7]([O:14][CH2:15][CH3:16])=[O:13])[CH:18]=1. Given the reactants [CH3:1][C:2]([CH3:5])([O-:4])[CH3:3].[Na+].[C:7]([O:14][CH2:15][CH3:16])(=[O:13])[C:8](OCC)=O.[C:17](O)(=O)[CH3:18].C(O)(=O)C(O)=O.[CH2:27]([NH:30][NH2:31])[CH2:28][CH3:29], predict the reaction product. (8) Given the reactants I[C:2]1[CH:12]=[CH:11][C:5]([C:6]([O:8][CH2:9][CH3:10])=[O:7])=[CH:4][CH:3]=1.C(N(CC)CC)C.[CH3:20][C:21]1([CH3:28])[C:25]([CH3:27])([CH3:26])[O:24][BH:23][O:22]1.O, predict the reaction product. The product is: [CH2:9]([O:8][C:6](=[O:7])[C:5]1[CH:11]=[CH:12][C:2]([B:23]2[O:24][C:25]([CH3:27])([CH3:26])[C:21]([CH3:28])([CH3:20])[O:22]2)=[CH:3][CH:4]=1)[CH3:10]. (9) Given the reactants [CH3:1][O:2][C:3]1[CH:4]=[CH:5][C:6]([NH:11][C:12]2[C:13]3[N:14]([N:32]=[CH:33][N:34]=3)[CH:15]=[C:16]([N:18]3[CH2:23][CH2:22][CH2:21][CH:20]([NH:24]C(=O)OC(C)(C)C)[CH2:19]3)[CH:17]=2)=[N:7][C:8]=1[O:9][CH3:10], predict the reaction product. The product is: [NH2:24][CH:20]1[CH2:21][CH2:22][CH2:23][N:18]([C:16]2[CH:17]=[C:12]([NH:11][C:6]3[CH:5]=[CH:4][C:3]([O:2][CH3:1])=[C:8]([O:9][CH3:10])[N:7]=3)[C:13]3[N:14]([N:32]=[CH:33][N:34]=3)[CH:15]=2)[CH2:19]1.